Task: Predict the product of the given reaction.. Dataset: Forward reaction prediction with 1.9M reactions from USPTO patents (1976-2016) (1) Given the reactants O1CCCC1.[CH:6]([C@H:9]1[CH2:13][O:12][C:11](=[O:14])[NH:10]1)([CH3:8])[CH3:7].[C:15](Cl)(=[O:20])[CH2:16][CH2:17][CH:18]=[CH2:19], predict the reaction product. The product is: [CH:6]([C@H:9]1[CH2:13][O:12][C:11](=[O:14])[N:10]1[C:15](=[O:20])[CH2:16][CH2:17][CH:18]=[CH2:19])([CH3:8])[CH3:7]. (2) Given the reactants [H-].[Na+].[OH:3][CH2:4][C:5]([C:8]1[CH:9]=[C:10]([CH:13]=[CH:14][CH:15]=1)[C:11]#[N:12])([CH3:7])[CH3:6].IC.[C:18](OCC)(=O)C, predict the reaction product. The product is: [CH3:18][O:3][CH2:4][C:5]([C:8]1[CH:9]=[C:10]([CH:13]=[CH:14][CH:15]=1)[C:11]#[N:12])([CH3:7])[CH3:6]. (3) Given the reactants Br[C:2]1[CH:10]=[C:9]2[C:5]([CH:6]=[N:7][NH:8]2)=[C:4]([NH:11][C:12]([C:14]2[N:15]=[C:16]([CH3:19])[S:17][CH:18]=2)=[O:13])[CH:3]=1.[CH3:20][C:21]1([CH3:37])[C:25]([CH3:27])([CH3:26])[O:24][B:23]([B:23]2[O:24][C:25]([CH3:27])([CH3:26])[C:21]([CH3:37])([CH3:20])[O:22]2)[O:22]1.C([O-])(=O)C.[K+], predict the reaction product. The product is: [CH3:19][C:16]1[S:17][CH:18]=[C:14]([C:12]([NH:11][C:4]2[CH:3]=[C:2]([B:23]3[O:24][C:25]([CH3:27])([CH3:26])[C:21]([CH3:37])([CH3:20])[O:22]3)[CH:10]=[C:9]3[C:5]=2[CH:6]=[N:7][NH:8]3)=[O:13])[N:15]=1. (4) Given the reactants [F:1][C:2]([F:24])([F:23])[C:3]1[CH:4]=[C:5]([C:13]2[N:17]=[CH:16][N:15](/[CH:18]=[CH:19]\[C:20](O)=[O:21])[N:14]=2)[CH:6]=[C:7]([C:9]([F:12])([F:11])[F:10])[CH:8]=1.[O:25]1[CH2:30][CH2:29][N:28]([CH2:31][C:32]([NH:34][NH2:35])=[O:33])[CH2:27][CH2:26]1.C(P1(=O)OP(CCC)(=O)OP(CCC)(=O)O1)CC.CCN(C(C)C)C(C)C, predict the reaction product. The product is: [F:24][C:2]([F:1])([F:23])[C:3]1[CH:4]=[C:5]([C:13]2[N:17]=[CH:16][N:15](/[CH:18]=[CH:19]\[C:20]([NH:35][NH:34][C:32](=[O:33])[CH2:31][N:28]3[CH2:29][CH2:30][O:25][CH2:26][CH2:27]3)=[O:21])[N:14]=2)[CH:6]=[C:7]([C:9]([F:12])([F:10])[F:11])[CH:8]=1. (5) Given the reactants Cl.[CH2:2]([C:4]1[S:24][C:7]2[N:8]=[C:9]([S:18][CH2:19][C:20]([O:22][CH3:23])=[O:21])[N:10]=[C:11]([N:12]3[CH2:17][CH2:16][NH:15][CH2:14][CH2:13]3)[C:6]=2[CH:5]=1)[CH3:3].C(N(C(C)C)CC)(C)C.[CH2:34]([O:36][C:37]1[CH:45]=[CH:44][C:40]([C:41](Cl)=[O:42])=[CH:39][CH:38]=1)[CH3:35], predict the reaction product. The product is: [CH2:34]([O:36][C:37]1[CH:45]=[CH:44][C:40]([C:41]([N:15]2[CH2:16][CH2:17][N:12]([C:11]3[C:6]4[CH:5]=[C:4]([CH2:2][CH3:3])[S:24][C:7]=4[N:8]=[C:9]([S:18][CH2:19][C:20]([O:22][CH3:23])=[O:21])[N:10]=3)[CH2:13][CH2:14]2)=[O:42])=[CH:39][CH:38]=1)[CH3:35].